Dataset: Human intestinal absorption (HIA) binary classification data from Hou et al.. Task: Regression/Classification. Given a drug SMILES string, predict its absorption, distribution, metabolism, or excretion properties. Task type varies by dataset: regression for continuous measurements (e.g., permeability, clearance, half-life) or binary classification for categorical outcomes (e.g., BBB penetration, CYP inhibition). Dataset: hia_hou. (1) The drug is CN(C)CCC=C1c2ccccc2CCc2ccccc21. The result is 1 (good absorption). (2) The molecule is CON=C(C(=O)N[C@H]1C(=O)N2C(C(=O)O)=C(CSc3nc(=O)c(O)nn3C)CS[C@@H]12)c1csc(N)n1. The result is 0 (poor absorption). (3) The compound is CCC[C@@H]1O[C@@H]2C[C@@H]3[C@@H]4CCC5=CC(=O)C=C[C@]5(C)[C@@H]4[C@@H](O)C[C@]3(C)[C@]2(C(=O)CO)O1. The result is 1 (good absorption). (4) The drug is C#C[C@@]1(O)C=C[C@@H]2[C@@H]3CCC4=CC(=O)CC[C@@H]4[C@@H]3CC[C@@]21CC. The result is 1 (good absorption). (5) The drug is CC[C@]1(CCC(C)C)C(=O)N=C(O)N=C1O. The result is 1 (good absorption).